Dataset: Catalyst prediction with 721,799 reactions and 888 catalyst types from USPTO. Task: Predict which catalyst facilitates the given reaction. (1) Reactant: [CH2:1]([NH:4][C:5]([NH:7][C:8]1[C:23]([F:24])=[CH:22][C:11]2[O:12][C:13]([F:21])([F:20])[C:14](=[O:19])[N:15]([CH2:16][C:17]#[CH:18])[C:10]=2[CH:9]=1)=[S:6])[CH2:2][CH3:3]. Product: [CH2:1]([N:4]1[C:13](=[O:12])[C:14](=[O:19])[N:7]([C:8]2[C:23]([F:24])=[CH:22][C:11]3[O:12][C:13]([F:21])([F:20])[C:14](=[O:19])[N:15]([CH2:16][C:17]#[CH:18])[C:10]=3[CH:9]=2)[C:5]1=[S:6])[CH2:2][CH3:3]. The catalyst class is: 4. (2) Reactant: [CH3:1][O:2][NH:3][C:4]([C:6]1[C:7](=[O:29])[C:8]2[CH:13]=[N:12][C:11](S(C)(=O)=O)=[N:10][C:9]=2[N:18]([C:20]2[CH:21]=[C:22]3[C:26](=[CH:27][CH:28]=2)[CH2:25][CH2:24][CH2:23]3)[CH:19]=1)=[O:5].C(OC([N:37]1[CH2:42][CH2:41][N:40]([CH2:43][CH2:44][C:45]2[CH:50]=[CH:49][C:48]([NH2:51])=[CH:47][CH:46]=2)[CH2:39][CH2:38]1)=O)(C)(C)C. Product: [CH3:1][O:2][NH:3][C:4]([C:6]1[C:7](=[O:29])[C:8]2[CH:13]=[N:12][C:11]([NH:51][C:48]3[CH:49]=[CH:50][C:45]([CH2:44][CH2:43][N:40]4[CH2:39][CH2:38][NH:37][CH2:42][CH2:41]4)=[CH:46][CH:47]=3)=[N:10][C:9]=2[N:18]([C:20]2[CH:21]=[C:22]3[C:26](=[CH:27][CH:28]=2)[CH2:25][CH2:24][CH2:23]3)[CH:19]=1)=[O:5]. The catalyst class is: 52. (3) Reactant: Br[C:2]1[CH:3]=[C:4]([C:9]([CH3:14])([CH3:13])[C:10](=[O:12])[CH3:11])[CH:5]=[CH:6][C:7]=1[F:8].[C:15]([Cu])#[N:16]. Product: [F:8][C:7]1[CH:6]=[CH:5][C:4]([C:9]([CH3:14])([C:10](=[O:12])[CH3:11])[CH3:13])=[CH:3][C:2]=1[C:15]#[N:16]. The catalyst class is: 296. (4) Reactant: S(OC)(O[CH3:5])(=O)=O.C(=O)([O-])[O-].[K+].[K+].[NH2:14][C:15]1[CH:23]=[C:22]([O:24][CH3:25])[CH:21]=[C:20]([O:26][CH3:27])[C:16]=1[C:17]([OH:19])=[O:18].O. Product: [NH2:14][C:15]1[CH:23]=[C:22]([O:24][CH3:25])[CH:21]=[C:20]([O:26][CH3:27])[C:16]=1[C:17]([O:19][CH3:5])=[O:18]. The catalyst class is: 9. (5) Reactant: [NH2:1][C:2]1[C:7]([NH:8][C:9](=[O:12])[O:10][CH3:11])=[C:6]([NH2:13])[N:5]=[C:4]([C:14]2[C:22]3[C:17](=[N:18][CH:19]=[CH:20][CH:21]=3)[N:16]([CH2:23][C:24]3[CH:29]=[CH:28][CH:27]=[CH:26][C:25]=3[F:30])[N:15]=2)[N:3]=1.[H-].[Na+].I[CH3:34].[OH-].[K+]. Product: [NH2:1][C:2]1[C:7]([N:8]([CH3:34])[C:9](=[O:12])[O:10][CH3:11])=[C:6]([NH2:13])[N:5]=[C:4]([C:14]2[C:22]3[C:17](=[N:18][CH:19]=[CH:20][CH:21]=3)[N:16]([CH2:23][C:24]3[CH:29]=[CH:28][CH:27]=[CH:26][C:25]=3[F:30])[N:15]=2)[N:3]=1. The catalyst class is: 6. (6) Reactant: C[O:2][C:3]([C:5]1[C:6]([O:19][CH2:20][CH:21]=[CH2:22])=[N:7][N:8]([CH2:10][C:11]2[CH:16]=[CH:15][C:14]([O:17][CH3:18])=[CH:13][CH:12]=2)[CH:9]=1)=[O:4].[OH-].[Na+].Cl. Product: [CH2:20]([O:19][C:6]1[C:5]([C:3]([OH:4])=[O:2])=[CH:9][N:8]([CH2:10][C:11]2[CH:12]=[CH:13][C:14]([O:17][CH3:18])=[CH:15][CH:16]=2)[N:7]=1)[CH:21]=[CH2:22]. The catalyst class is: 24.